Dataset: Forward reaction prediction with 1.9M reactions from USPTO patents (1976-2016). Task: Predict the product of the given reaction. (1) Given the reactants [NH2:1][CH:2]1[C:8]2[CH:9]=[CH:10][C:11]([Cl:13])=[CH:12][C:7]=2[S:6](=[O:15])(=[O:14])[N:5]([CH3:16])[C:4]2[CH:17]=[CH:18][CH:19]=[CH:20][C:3]1=2.C(N(CC)CC)C.O=[CH:29][CH2:30][CH2:31][CH2:32][O:33][CH2:34][C:35]([O:37][C:38]([CH3:41])([CH3:40])[CH3:39])=[O:36].C(O[BH-](OC(=O)C)OC(=O)C)(=O)C.[Na+], predict the reaction product. The product is: [Cl:13][C:11]1[CH:10]=[CH:9][C:8]2[CH:2]([NH:1][CH2:29][CH2:30][CH2:31][CH2:32][O:33][CH2:34][C:35]([O:37][C:38]([CH3:39])([CH3:41])[CH3:40])=[O:36])[C:3]3[CH:20]=[CH:19][CH:18]=[CH:17][C:4]=3[N:5]([CH3:16])[S:6](=[O:15])(=[O:14])[C:7]=2[CH:12]=1. (2) Given the reactants C(OC(=O)[NH:7][C:8]1[S:9][CH:10]=[C:11]([CH2:13][C:14]([N:16]2[CH2:21][CH2:20][N:19]([CH:22]3[CH2:27][CH2:26][N:25]([CH3:28])[CH2:24][CH2:23]3)[CH2:18][CH2:17]2)=[O:15])[N:12]=1)(C)(C)C.[BrH:30], predict the reaction product. The product is: [BrH:30].[BrH:30].[BrH:30].[NH2:7][C:8]1[S:9][CH:10]=[C:11]([CH2:13][C:14]([N:16]2[CH2:17][CH2:18][N:19]([CH:22]3[CH2:27][CH2:26][N:25]([CH3:28])[CH2:24][CH2:23]3)[CH2:20][CH2:21]2)=[O:15])[N:12]=1.